Dataset: Full USPTO retrosynthesis dataset with 1.9M reactions from patents (1976-2016). Task: Predict the reactants needed to synthesize the given product. (1) Given the product [NH2:8][C:9]1[N:10]=[CH:11][C:12]([C:26]2[CH:47]=[CH:46][C:29]([C:30]([N:32]3[CH2:38][CH2:37][CH2:36][NH:35][CH2:34][CH2:33]3)=[O:31])=[CH:28][C:27]=2[C:48]#[N:49])=[N:13][C:14]=1[C:15]1[O:16][C:17]([C:20]2[S:21][CH:22]=[CH:23][C:24]=2[CH3:25])=[N:18][N:19]=1, predict the reactants needed to synthesize it. The reactants are: C(OC([N:8](C(OC(C)(C)C)=O)[C:9]1[N:10]=[CH:11][C:12]([C:26]2[CH:47]=[CH:46][C:29]([C:30]([N:32]3[CH2:38][CH2:37][CH2:36][N:35](C(OC(C)(C)C)=O)[CH2:34][CH2:33]3)=[O:31])=[CH:28][C:27]=2[C:48]#[N:49])=[N:13][C:14]=1[C:15]1[O:16][C:17]([C:20]2[S:21][CH:22]=[CH:23][C:24]=2[CH3:25])=[N:18][N:19]=1)=O)(C)(C)C.C(O)(C(F)(F)F)=O. (2) Given the product [C:15]([O:14][C:12](=[O:13])[NH:1][C@@H:2]1[CH2:7][CH2:6][C@@H:5]([C:8](=[O:9])[NH2:10])[CH2:4][C@@H:3]1[F:11])([CH3:18])([CH3:17])[CH3:16], predict the reactants needed to synthesize it. The reactants are: [NH2:1][C@@H:2]1[CH2:7][CH2:6][C@@H:5]([C:8]([NH2:10])=[O:9])[CH2:4][C@@H:3]1[F:11].[C:12](O[C:12]([O:14][C:15]([CH3:18])([CH3:17])[CH3:16])=[O:13])([O:14][C:15]([CH3:18])([CH3:17])[CH3:16])=[O:13]. (3) Given the product [CH2:2]1[C:3]2([CH2:8][CH2:7][C@H:6]([CH2:9][C@H:10]([NH:11][C:17](=[O:18])[O:19][C:20]([CH3:22])([CH3:21])[CH3:23])[CH2:14][OH:13])[CH2:5][O:4]2)[CH2:1]1, predict the reactants needed to synthesize it. The reactants are: [CH2:1]1[C:3]2([CH2:8][CH2:7][C@H:6]([CH2:9][C@H:10]3[CH2:14][O:13]C(C)(C)[N:11]3[C:17]([O:19][C:20]([CH3:23])([CH3:22])[CH3:21])=[O:18])[CH2:5][O:4]2)[CH2:2]1.C12(CS(O)(=O)=O)C(C)(C)C(CC1)CC2=O. (4) Given the product [CH3:1][O:2][C:3]1[CH:11]=[C:7]2[C:6]([C:12]([CH:14]3[CH2:19][CH2:18][O:17][CH2:16][CH2:15]3)=[N:21][NH:22][C:8]2=[O:9])=[CH:5][CH:4]=1, predict the reactants needed to synthesize it. The reactants are: [CH3:1][O:2][C:3]1[CH:4]=[CH:5][C:6]([C:12]([CH:14]2[CH2:19][CH2:18][O:17][CH2:16][CH2:15]2)=O)=[C:7]([CH:11]=1)[C:8](O)=[O:9].O.[NH2:21][NH2:22]. (5) Given the product [C:25]([O:29][C:30](=[O:37])[NH:31][C@@H:32]1[CH2:36][CH2:35][N:34]([C:8](=[O:24])[NH:9][CH:10]2[CH2:11][CH2:12][CH:13]([NH:16][C:17]([O:19][C:20]([CH3:21])([CH3:22])[CH3:23])=[O:18])[CH2:14][CH2:15]2)[CH2:33]1)([CH3:28])([CH3:26])[CH3:27], predict the reactants needed to synthesize it. The reactants are: C1(O[C:8](=[O:24])[NH:9][CH:10]2[CH2:15][CH2:14][CH:13]([NH:16][C:17]([O:19][C:20]([CH3:23])([CH3:22])[CH3:21])=[O:18])[CH2:12][CH2:11]2)C=CC=CC=1.[C:25]([O:29][C:30](=[O:37])[NH:31][C@@H:32]1[CH2:36][CH2:35][NH:34][CH2:33]1)([CH3:28])([CH3:27])[CH3:26]. (6) Given the product [NH2:1][C:2]1[CH:3]=[CH:4][C:5]([S:12](=[O:24])(=[O:25])[NH:13][C:14]2[CH:15]=[CH:16][C:17]3[CH2:21][O:20][B:19]([OH:22])[C:18]=3[CH:23]=2)=[C:6]([CH2:8][C:9]([NH:29][CH2:26][CH2:27][CH3:28])=[O:10])[CH:7]=1, predict the reactants needed to synthesize it. The reactants are: [NH2:1][C:2]1[CH:3]=[CH:4][C:5]([S:12](=[O:25])(=[O:24])[NH:13][C:14]2[CH:15]=[CH:16][C:17]3[CH2:21][O:20][B:19]([OH:22])[C:18]=3[CH:23]=2)=[C:6]([CH2:8][C:9](O)=[O:10])[CH:7]=1.[CH2:26]([NH2:29])[CH2:27][CH3:28].C1CN([P+](ON2N=NC3C=CC=CC2=3)(N2CCCC2)N2CCCC2)CC1.F[P-](F)(F)(F)(F)F.O. (7) Given the product [CH:1]([C:5]1[CH:6]=[CH:7][C:8]([OH:13])=[C:9]([CH:12]=1)[C:10]([OH:14])=[O:11])([CH2:3][CH3:4])[CH3:2], predict the reactants needed to synthesize it. The reactants are: [CH:1]([C:5]1[CH:6]=[CH:7][C:8]([OH:13])=[C:9]([CH:12]=1)[CH:10]=[O:11])([CH2:3][CH3:4])[CH3:2].[OH:14]C1C=CC(C(F)(F)F)=CC=1C=O. (8) Given the product [NH2:22][CH2:21][CH2:20][CH2:19][N:13]1[CH2:14][CH2:15][CH2:16][C:17](=[O:18])[C:11]2[CH:10]=[N:9][N:8]([CH2:7][C:6]3[CH:5]=[CH:4][C:3]([O:2][CH3:1])=[CH:34][CH:33]=3)[C:12]1=2, predict the reactants needed to synthesize it. The reactants are: [CH3:1][O:2][C:3]1[CH:34]=[CH:33][C:6]([CH2:7][N:8]2[C:12]3[N:13]([CH2:19][CH2:20][CH2:21][N:22]4C(=O)C5C(=CC=CC=5)C4=O)[CH2:14][CH2:15][CH2:16][C:17](=[O:18])[C:11]=3[CH:10]=[N:9]2)=[CH:5][CH:4]=1.NN.Cl.[OH-].[Na+]. (9) Given the product [CH3:14][C@@H:10]1[O:11][CH2:12][CH2:13][NH:8][C@H:9]1[C:15]([O:17][CH2:18][CH3:19])=[O:16], predict the reactants needed to synthesize it. The reactants are: C([N:8]1[CH2:13][CH2:12][O:11][C@@H:10]([CH3:14])[C@@H:9]1[C:15]([O:17][CH2:18][CH3:19])=[O:16])C1C=CC=CC=1.